This data is from Catalyst prediction with 721,799 reactions and 888 catalyst types from USPTO. The task is: Predict which catalyst facilitates the given reaction. (1) Reactant: [C:1]([O:5][C:6]([N:8]1[CH2:13][CH2:12][N:11]([C:14]2[CH:19]=[CH:18][C:17]([C:20]3[C:21]([NH:25][C@H:26]([C:31](O)=[O:32])[CH2:27][CH:28]([CH3:30])[CH3:29])=[N:22][O:23][N:24]=3)=[CH:16][CH:15]=2)[CH2:10][CH2:9]1)=[O:7])([CH3:4])([CH3:3])[CH3:2].C1CN([P+](O[N:51]2N=[N:58][C:53]3C=CC=C[C:52]2=3)(N2CCCC2)N2CCCC2)CC1.F[P-](F)(F)(F)(F)F.Cl.NCC#N.C(N(CC)CC)C.C([O-])(O)=O.[Na+]. Product: [C:52]([CH2:53][NH:58][C:31](=[O:32])[C@H:26]([CH2:27][CH:28]([CH3:29])[CH3:30])[NH:25][C:21]1[C:20]([C:17]2[CH:18]=[CH:19][C:14]([N:11]3[CH2:10][CH2:9][N:8]([C:6]([O:5][C:1]([CH3:4])([CH3:3])[CH3:2])=[O:7])[CH2:13][CH2:12]3)=[CH:15][CH:16]=2)=[N:24][O:23][N:22]=1)#[N:51]. The catalyst class is: 3. (2) Reactant: Cl[C:2]1[N:7]=[CH:6][N:5]=[C:4]([NH:8][C:9]2[CH:14]=[CH:13][C:12]([N:15]3[CH2:20][CH2:19][N:18]([CH:21]4[CH2:24][O:23][CH2:22]4)[CH2:17][CH2:16]3)=[C:11]([CH3:25])[CH:10]=2)[N:3]=1.[F:26][C@H:27]1[C@@H:32]([O:33][C:34]2[CH:41]=[CH:40][C:39](B3OC(C)(C)C(C)(C)O3)=[CH:38][C:35]=2[C:36]#[N:37])[CH2:31][CH2:30][N:29]([C:51](=[O:54])[CH2:52][OH:53])[CH2:28]1.C(=O)([O-])[O-].[Na+].[Na+]. Product: [F:26][C@H:27]1[C@@H:32]([O:33][C:34]2[CH:41]=[CH:40][C:39]([C:2]3[N:3]=[C:4]([NH:8][C:9]4[CH:14]=[CH:13][C:12]([N:15]5[CH2:20][CH2:19][N:18]([CH:21]6[CH2:24][O:23][CH2:22]6)[CH2:17][CH2:16]5)=[C:11]([CH3:25])[CH:10]=4)[N:5]=[CH:6][N:7]=3)=[CH:38][C:35]=2[C:36]#[N:37])[CH2:31][CH2:30][N:29]([C:51](=[O:54])[CH2:52][OH:53])[CH2:28]1. The catalyst class is: 104. (3) Product: [Br:8][C:5]1[CH:6]=[CH:7][C:2]([CH:24]([C:25]2[CH:30]=[CH:29][CH:28]=[CH:27][CH:26]=2)[OH:31])=[C:3]([C:9]([F:12])([F:11])[F:10])[CH:4]=1. Reactant: Br[C:2]1[CH:7]=[CH:6][C:5]([Br:8])=[CH:4][C:3]=1[C:9]([F:12])([F:11])[F:10].[Li]CCCC.CCCCCC.[CH:24](=[O:31])[C:25]1[CH:30]=[CH:29][CH:28]=[CH:27][CH:26]=1.Cl. The catalyst class is: 316. (4) Reactant: [CH3:1][C:2]1[C:7]([CH2:8][C:9]2[CH:14]=[CH:13][CH:12]=[C:11]([CH3:15])[CH:10]=2)=[C:6]([CH3:16])[N:5]2[N:17]=[CH:18][C:19]([C:20](O)=[O:21])=[C:4]2[N:3]=1.C([NH:30][CH2:31][CH2:32][NH2:33])(OC(C)(C)C)=O.CN(C(ON1N=NC2C=CC=CC1=2)=[N+](C)C)C.[B-](F)(F)(F)F.C(N(CC)CC)C. Product: [NH2:30][CH2:31][CH2:32][NH:33][C:20]([C:19]1[CH:18]=[N:17][N:5]2[C:6]([CH3:16])=[C:7]([CH2:8][C:9]3[CH:14]=[CH:13][CH:12]=[C:11]([CH3:15])[CH:10]=3)[C:2]([CH3:1])=[N:3][C:4]=12)=[O:21]. The catalyst class is: 3. (5) Reactant: [C:1]([O:5][C:6]([N:8]1[CH2:12][CH2:11][CH2:10][C@@H:9]1[CH2:13][N:14]1[C:18]2[CH:19]=[CH:20][C:21]([C:23](OC)=[O:24])=[CH:22][C:17]=2[N:16]=[C:15]1[NH:27][C:28]([C:30]1[S:31][C:32]([CH:35]([F:37])[F:36])=[CH:33][CH:34]=1)=[O:29])=[O:7])([CH3:4])([CH3:3])[CH3:2].[H-].[H-].[H-].[H-].[Li+].[Al+3]. Product: [F:37][CH:35]([F:36])[C:32]1[S:31][C:30]([C:28]([NH:27][C:15]2[N:14]([CH2:13][C@H:9]3[CH2:10][CH2:11][CH2:12][N:8]3[C:6]([O:5][C:1]([CH3:3])([CH3:4])[CH3:2])=[O:7])[C:18]3[CH:19]=[CH:20][C:21]([CH2:23][OH:24])=[CH:22][C:17]=3[N:16]=2)=[O:29])=[CH:34][CH:33]=1. The catalyst class is: 1.